From a dataset of Reaction yield outcomes from USPTO patents with 853,638 reactions. Predict the reaction yield, written as a fraction of the theoretical maximum amount of product (1.0 means a 100% yield; for example, 0.34 means a 34% yield). The reactants are [C:1]([C:3]1[CH:8]=[CH:7][C:6]([C:9]2[N:10]=[C:11]([CH:14]([CH3:31])[C:15]([C:23]3[CH:28]=[CH:27][C:26]([F:29])=[CH:25][C:24]=3[F:30])([OH:22])[CH2:16][N:17]3[CH:21]=[N:20][CH:19]=[N:18]3)[S:12][CH:13]=2)=[CH:5][CH:4]=1)#[N:2].N1C=NN=N1.C(N(C(C)C)[P:41]([O:50][CH2:51][C:52]1[CH:57]=[CH:56][CH:55]=[CH:54][CH:53]=1)[O:42][CH2:43][C:44]1[CH:49]=[CH:48][CH:47]=[CH:46][CH:45]=1)(C)C.[OH:61]O. The catalyst is CN(C)C1C=CN=CC=1.C(Cl)Cl. The product is [P:41]([O:22][C:15]([C:23]1[CH:28]=[CH:27][C:26]([F:29])=[CH:25][C:24]=1[F:30])([CH:14]([C:11]1[S:12][CH:13]=[C:9]([C:6]2[CH:7]=[CH:8][C:3]([C:1]#[N:2])=[CH:4][CH:5]=2)[N:10]=1)[CH3:31])[CH2:16][N:17]1[CH:21]=[N:20][CH:19]=[N:18]1)([O:42][CH2:43][C:44]1[CH:45]=[CH:46][CH:47]=[CH:48][CH:49]=1)([O:50][CH2:51][C:52]1[CH:53]=[CH:54][CH:55]=[CH:56][CH:57]=1)=[O:61]. The yield is 0.510.